Dataset: Full USPTO retrosynthesis dataset with 1.9M reactions from patents (1976-2016). Task: Predict the reactants needed to synthesize the given product. (1) Given the product [CH2:1]([C:8]1[O:9][C:10]2[CH:27]=[CH:26][CH:25]=[CH:24][C:11]=2[C:12]=1[C:13]([C:15]1[CH:20]=[C:19]([I:21])[C:18]([O:22][CH2:29][C:30]([OH:32])=[O:31])=[C:17]([I:23])[CH:16]=1)=[O:14])[C:2]1[CH:7]=[CH:6][CH:5]=[CH:4][CH:3]=1, predict the reactants needed to synthesize it. The reactants are: [CH2:1]([C:8]1[O:9][C:10]2[CH:27]=[CH:26][CH:25]=[CH:24][C:11]=2[C:12]=1[C:13]([C:15]1[CH:20]=[C:19]([I:21])[C:18]([OH:22])=[C:17]([I:23])[CH:16]=1)=[O:14])[C:2]1[CH:7]=[CH:6][CH:5]=[CH:4][CH:3]=1.Br[CH2:29][C:30]([O:32]C(C)(C)C)=[O:31]. (2) Given the product [CH3:23][C:19]1[N:18]=[C:17]([C:5]2[NH:4][N:3]=[N:7][C:6]=2[C:8]2[CH:9]=[CH:10][C:11]3[C:12]([CH:16]=2)=[N:13][S:14][N:15]=3)[CH:22]=[CH:21][CH:20]=1, predict the reactants needed to synthesize it. The reactants are: C([N:3]1[N:7]=[C:6]([C:8]2[CH:9]=[CH:10][C:11]3[C:12]([CH:16]=2)=[N:13][S:14][N:15]=3)[C:5]([C:17]2[CH:22]=[CH:21][CH:20]=[C:19]([CH3:23])[N:18]=2)=[N:4]1)C.CC1N=C(C2NN=NC=2C2C=CC3N(N=CN=3)C=2)C=CC=1.O1C2C=CC(C3N=NNC=3C3C=CC=C(C)N=3)=CC=2CC1.O1C2C=CC(C3C(C4C=CC=C(C)N=4)=NNN=3)=CC=2OCC1.CN1C2C=C(C3C(C4C=CC=C(C)N=4)=NNN=3)C=CC=2N=C1.C(N1N=C(C2C=CC3N(N=CN=3)C=2)C(C2C=CC=C(C)N=2)=N1)C.CN1N=C(C2C=CC3N(N=CN=3)C=2)C(C2C=CC=C(C)N=2)=N1.COC1C=CC(C2C(C3C=CC=C(C)N=3)=NNN=2)=CC=1.FC1C=C(C2C(C3C=CC=C(C)N=3)=NNN=2)C=CC=1OC.ClC1C=C(C2C(C3C=CC=C(C)N=3)=NNN=2)C=CC=1OC. (3) Given the product [C:1]1([C:7]2[CH:12]=[C:11]([C:13]3([CH3:18])[O:17][CH2:16][CH2:37][CH2:15][O:14]3)[CH:10]=[CH:9][C:8]=2[NH:19][C:20]([C:22]2[N:23]([CH2:29][O:30][CH2:31][CH2:32][Si:33]([CH3:35])([CH3:36])[CH3:34])[CH:24]=[C:25]([C:27]#[N:28])[N:26]=2)=[O:21])[CH2:6][CH2:5][CH2:4][CH2:3][CH:2]=1, predict the reactants needed to synthesize it. The reactants are: [C:1]1([C:7]2[CH:12]=[C:11]([C:13]3([CH3:18])[O:17][CH2:16][CH2:15][O:14]3)[CH:10]=[CH:9][C:8]=2[NH:19][C:20]([C:22]2[N:23]([CH2:29][O:30][CH2:31][CH2:32][Si:33]([CH3:36])([CH3:35])[CH3:34])[CH:24]=[C:25]([C:27]#[N:28])[N:26]=2)=[O:21])[CH2:6][CH2:5][CH2:4][CH2:3][CH:2]=1.[CH2:37](O)CCO.CC1C=CC(S(O)(=O)=O)=CC=1. (4) Given the product [CH:8]([C:7]1[CH:6]=[CH:5][C:4]([CH2:3][N:28]2[CH2:29][CH2:30][CH:25]([N:21]([CH:18]([CH3:20])[CH3:19])[C:22](=[O:24])[CH3:23])[CH2:26][CH2:27]2)=[CH:11][CH:10]=1)=[O:9], predict the reactants needed to synthesize it. The reactants are: BrC[CH2:3][C:4]1[CH:11]=[CH:10][C:7]([CH:8]=[O:9])=[CH:6][CH:5]=1.C([O-])([O-])=O.[K+].[K+].[CH:18]([N:21]([CH:25]1[CH2:30][CH2:29][NH:28][CH2:27][CH2:26]1)[C:22](=[O:24])[CH3:23])([CH3:20])[CH3:19]. (5) Given the product [Cl:27][C:23]1[CH:22]=[C:21]([CH:26]=[CH:25][CH:24]=1)[CH2:20][N:15]1[CH2:16][CH2:17][O:18][CH:13]([CH2:12][NH:11][C:9]([NH:8][C:5]2[CH:6]=[CH:7][C:2]([Cl:1])=[CH:3][CH:4]=2)=[O:10])[CH2:14]1, predict the reactants needed to synthesize it. The reactants are: [Cl:1][C:2]1[CH:7]=[CH:6][C:5]([NH:8][C:9]([NH:11][CH2:12][CH:13]2[O:18][CH2:17][CH2:16][NH:15][CH2:14]2)=[O:10])=[CH:4][CH:3]=1.Br[CH2:20][C:21]1[CH:26]=[CH:25][CH:24]=[C:23]([Cl:27])[CH:22]=1. (6) Given the product [C:1]([O:5][C:6]([N:8]([C:13]1[CH:14]=[C:15]([CH2:24][C:25]([O:27][CH2:39][C:38]([O:37][C@H:36]([C:42]2[CH:47]=[CH:46][C:45]([O:48][CH:49]([F:51])[F:50])=[C:44]([O:52][CH2:53][CH:54]3[CH2:56][CH2:55]3)[CH:43]=2)[CH2:35][C:34]2[C:33]([Cl:57])=[CH:32][N+:31]([O-:58])=[CH:30][C:29]=2[Cl:28])=[O:41])=[O:26])[CH:16]=[CH:17][C:18]=1[O:19][CH2:20][CH:21]1[CH2:22][CH2:23]1)[S:9]([CH3:12])(=[O:10])=[O:11])=[O:7])([CH3:4])([CH3:2])[CH3:3], predict the reactants needed to synthesize it. The reactants are: [C:1]([O:5][C:6]([N:8]([C:13]1[CH:14]=[C:15]([CH2:24][C:25]([OH:27])=[O:26])[CH:16]=[CH:17][C:18]=1[O:19][CH2:20][CH:21]1[CH2:23][CH2:22]1)[S:9]([CH3:12])(=[O:11])=[O:10])=[O:7])([CH3:4])([CH3:3])[CH3:2].[Cl:28][C:29]1[CH:30]=[N+:31]([O-:58])[CH:32]=[C:33]([Cl:57])[C:34]=1[CH2:35][C@@H:36]([C:42]1[CH:47]=[CH:46][C:45]([O:48][CH:49]([F:51])[F:50])=[C:44]([O:52][CH2:53][CH:54]2[CH2:56][CH2:55]2)[CH:43]=1)[O:37][C:38](=[O:41])[CH2:39]O.C(Cl)CCl.Cl.